From a dataset of Catalyst prediction with 721,799 reactions and 888 catalyst types from USPTO. Predict which catalyst facilitates the given reaction. (1) Reactant: [OH:1][C:2]1[CH:3]=[C:4]2[C:9](=[CH:10][CH:11]=1)[C:8]([C:12]1[C:20]([CH:21]([CH3:23])[CH3:22])=[CH:19][CH:18]=[C:17]3[C:13]=1[CH:14]=[N:15][NH:16]3)=[N:7][C:6]([CH3:24])=[C:5]2[CH:25]=O.Cl.[CH3:28][C:29]1([CH3:35])[O:34][CH2:33][CH2:32][NH:31][CH2:30]1.[BH-](OC(C)=O)(OC(C)=O)OC(C)=O.[Na+].[OH-].[Na+]. Product: [CH3:28][C:29]1([CH3:35])[O:34][CH2:33][CH2:32][N:31]([CH2:25][C:5]2[C:4]3[C:9](=[CH:10][CH:11]=[C:2]([OH:1])[CH:3]=3)[C:8]([C:12]3[C:20]([CH:21]([CH3:22])[CH3:23])=[CH:19][CH:18]=[C:17]4[C:13]=3[CH:14]=[N:15][NH:16]4)=[N:7][C:6]=2[CH3:24])[CH2:30]1. The catalyst class is: 585. (2) Reactant: [CH3:1][I:2].[C:3]([Si:7]([CH3:23])([CH3:22])[O:8][CH:9]1[CH2:14][CH2:13][N:12]([C:15]([N:17]2[CH:21]=[CH:20][N:19]=[CH:18]2)=[O:16])[CH2:11][CH2:10]1)([CH3:6])([CH3:5])[CH3:4]. Product: [I-:2].[C:3]([Si:7]([CH3:23])([CH3:22])[O:8][CH:9]1[CH2:10][CH2:11][N:12]([C:15]([N:17]2[CH:21]=[CH:20][N+:19]([CH3:1])=[CH:18]2)=[O:16])[CH2:13][CH2:14]1)([CH3:6])([CH3:5])[CH3:4]. The catalyst class is: 10. (3) Reactant: [Cl:1][C:2]1[C:3]([F:19])=[C:4]([CH:8]([NH:11]C(=O)OC(C)(C)C)[CH2:9][OH:10])[CH:5]=[CH:6][CH:7]=1.ClS([N:24]=[C:25]=[O:26])(=O)=O.O.C(=O)([O-])O.[Na+]. Product: [ClH:1].[C:25](=[O:26])([O:10][CH2:9][CH:8]([NH2:11])[C:4]1[CH:5]=[CH:6][CH:7]=[C:2]([Cl:1])[C:3]=1[F:19])[NH2:24]. The catalyst class is: 10. (4) Reactant: [S:1]1[CH:5]=[CH:4][N:3]=[C:2]1[CH2:6]O.S(Cl)(Cl)=O.[Cl:12][C:13]1[CH:18]=[CH:17][C:16]([S:19]([O-:21])=[O:20])=[CH:15][CH:14]=1.[Na+].C([O-])(=O)C.[K+]. Product: [Cl:12][C:13]1[CH:18]=[CH:17][C:16]([S:19]([CH2:6][C:2]2[S:1][CH:5]=[CH:4][N:3]=2)(=[O:21])=[O:20])=[CH:15][CH:14]=1. The catalyst class is: 22.